Dataset: Catalyst prediction with 721,799 reactions and 888 catalyst types from USPTO. Task: Predict which catalyst facilitates the given reaction. (1) Reactant: C[O:2][C:3](=[O:32])[C:4]1[CH:9]=[CH:8][C:7]([O:10][CH2:11][CH2:12][CH2:13][O:14][C:15]2[CH:20]=[CH:19][C:18]([C:21]([OH:30])([C:26]([F:29])([F:28])[F:27])[C:22]([F:25])([F:24])[F:23])=[CH:17][C:16]=2[CH3:31])=[CH:6][CH:5]=1.[Li+].[OH-].OS([O-])(=O)=O.[K+]. Product: [CH3:31][C:16]1[CH:17]=[C:18]([C:21]([OH:30])([C:22]([F:25])([F:23])[F:24])[C:26]([F:27])([F:29])[F:28])[CH:19]=[CH:20][C:15]=1[O:14][CH2:13][CH2:12][CH2:11][O:10][C:7]1[CH:6]=[CH:5][C:4]([C:3]([OH:32])=[O:2])=[CH:9][CH:8]=1. The catalyst class is: 1. (2) Reactant: [F:1][C:2]1[CH:10]=[C:9]2[C:5]([C:6]([C:11]3[CH:12]=[C:13]4[C:17](=[CH:18][CH:19]=3)[N:16]([CH2:20][CH2:21][C:22]([OH:24])=O)[N:15]=[CH:14]4)=[CH:7][NH:8]2)=[CH:4][CH:3]=1.[NH2:25][CH2:26][CH2:27][OH:28].CN(C(ON1N=NC2C=CC=NC1=2)=[N+](C)C)C.F[P-](F)(F)(F)(F)F.CCN(C(C)C)C(C)C. Product: [F:1][C:2]1[CH:10]=[C:9]2[C:5]([C:6]([C:11]3[CH:12]=[C:13]4[C:17](=[CH:18][CH:19]=3)[N:16]([CH2:20][CH2:21][C:22]([NH:25][CH2:26][CH2:27][OH:28])=[O:24])[N:15]=[CH:14]4)=[CH:7][NH:8]2)=[CH:4][CH:3]=1. The catalyst class is: 18. (3) Reactant: [C:1]([O:5][C:6]([NH:8][C@@H:9]([CH2:13][O:14][C:15]1[C:20]([C:21]([F:24])([F:23])[F:22])=[CH:19][CH:18]=[CH:17][C:16]=1[N+:25]([O-])=O)[C:10]([OH:12])=[O:11])=[O:7])([CH3:4])([CH3:3])[CH3:2]. Product: [NH2:25][C:16]1[CH:17]=[CH:18][CH:19]=[C:20]([C:21]([F:22])([F:23])[F:24])[C:15]=1[O:14][CH2:13][C@H:9]([NH:8][C:6]([O:5][C:1]([CH3:4])([CH3:3])[CH3:2])=[O:7])[C:10]([OH:12])=[O:11]. The catalyst class is: 19. (4) Reactant: [CH3:1][O:2][C:3]1[CH:8]=[CH:7][C:6]([NH:9][C:10](=[O:18])[C:11]2[CH:16]=[CH:15][CH:14]=[CH:13][C:12]=2[CH3:17])=[CH:5][CH:4]=1.[F:19][C:20]1[CH:21]=[C:22]([CH:31]=[CH:32][C:33]=1[F:34])[CH2:23][N:24]1[CH2:29][CH2:28][C:27](=[O:30])[CH2:26][CH2:25]1.[Cl-].[NH4+]. Product: [F:19][C:20]1[CH:21]=[C:22]([CH:31]=[CH:32][C:33]=1[F:34])[CH2:23][N:24]1[CH2:25][CH2:26][C:27]([CH2:17][C:12]2[CH:13]=[CH:14][CH:15]=[CH:16][C:11]=2[C:10]([NH:9][C:6]2[CH:5]=[CH:4][C:3]([O:2][CH3:1])=[CH:8][CH:7]=2)=[O:18])([OH:30])[CH2:28][CH2:29]1. The catalyst class is: 7.